Dataset: CYP2C9 inhibition data for predicting drug metabolism from PubChem BioAssay. Task: Regression/Classification. Given a drug SMILES string, predict its absorption, distribution, metabolism, or excretion properties. Task type varies by dataset: regression for continuous measurements (e.g., permeability, clearance, half-life) or binary classification for categorical outcomes (e.g., BBB penetration, CYP inhibition). Dataset: cyp2c9_veith. The compound is N#Cc1cccc(NC(=O)N2CCC3(CC2)CCN(C(=O)c2cccc(F)c2)CC3)c1. The result is 0 (non-inhibitor).